From a dataset of NCI-60 drug combinations with 297,098 pairs across 59 cell lines. Regression. Given two drug SMILES strings and cell line genomic features, predict the synergy score measuring deviation from expected non-interaction effect. (1) Drug 1: CN1C(=O)N2C=NC(=C2N=N1)C(=O)N. Drug 2: C1CN(CCN1C(=O)CCBr)C(=O)CCBr. Cell line: HS 578T. Synergy scores: CSS=21.7, Synergy_ZIP=-6.32, Synergy_Bliss=1.20, Synergy_Loewe=0.412, Synergy_HSA=1.33. (2) Drug 1: C1CCC(C1)C(CC#N)N2C=C(C=N2)C3=C4C=CNC4=NC=N3. Drug 2: CS(=O)(=O)C1=CC(=C(C=C1)C(=O)NC2=CC(=C(C=C2)Cl)C3=CC=CC=N3)Cl. Cell line: UACC-257. Synergy scores: CSS=-0.717, Synergy_ZIP=1.89, Synergy_Bliss=3.07, Synergy_Loewe=-1.32, Synergy_HSA=-0.579. (3) Drug 1: C1=NC2=C(N1)C(=S)N=C(N2)N. Drug 2: CC1=C(C=C(C=C1)C(=O)NC2=CC(=CC(=C2)C(F)(F)F)N3C=C(N=C3)C)NC4=NC=CC(=N4)C5=CN=CC=C5. Cell line: M14. Synergy scores: CSS=38.9, Synergy_ZIP=-7.40, Synergy_Bliss=1.66, Synergy_Loewe=-1.71, Synergy_HSA=0.483.